This data is from Full USPTO retrosynthesis dataset with 1.9M reactions from patents (1976-2016). The task is: Predict the reactants needed to synthesize the given product. (1) Given the product [CH3:24][C:19]1([CH3:25])[C:20]([CH3:23])([CH3:22])[O:21][B:17]([C:27]2[CH:36]=[C:35]3[C:30]([CH2:31][CH2:32][CH2:33][CH:34]3[O:37][C:38]3[CH:43]=[CH:42][CH:41]=[CH:40][C:39]=3[CH2:44][C:45]([O:47][CH3:48])=[O:46])=[CH:29][CH:28]=2)[O:18]1, predict the reactants needed to synthesize it. The reactants are: FC1C=C(C=C([B:17]2[O:21][C:20]([CH3:23])([CH3:22])[C:19]([CH3:25])([CH3:24])[O:18]2)C=1)CNC(=O)OC(C)(C)C.Br[C:27]1[CH:36]=[C:35]2[C:30]([CH2:31][CH2:32][CH2:33][CH:34]2[O:37][C:38]2[CH:43]=[CH:42][CH:41]=[CH:40][C:39]=2[CH2:44][C:45]([O:47][CH3:48])=[O:46])=[CH:29][CH:28]=1. (2) Given the product [CH3:1][O:2][C:3]1[CH:4]=[C:5]([S:11][CH2:12][C:13]2[S:38][C:25]([C:23]3[CH:22]=[CH:21][C:20]4[NH:16][CH:17]=[N:18][C:19]=4[CH:24]=3)=[N:27][N:28]=2)[CH:6]=[CH:7][C:8]=1[O:9][CH3:10], predict the reactants needed to synthesize it. The reactants are: [CH3:1][O:2][C:3]1[CH:4]=[C:5]([S:11][CH2:12][C:13](O)=O)[CH:6]=[CH:7][C:8]=1[O:9][CH3:10].[N:16]1[C:20]2[CH:21]=[CH:22][C:23]([C:25]([NH:27][NH2:28])=O)=[CH:24][C:19]=2[NH:18][CH:17]=1.COC1C=CC(P2(SP(C3C=CC(OC)=CC=3)(=S)S2)=[S:38])=CC=1.O=P(Cl)(Cl)Cl. (3) The reactants are: C([O:3][C:4]([C:6]1[N:14]([CH3:15])[C:13]2[CH:12]=[CH:11][N:10]=[CH:9][C:8]=2[C:7]=1[NH:16][C:17]1[CH:22]=[CH:21][C:20]([CH:23]([CH3:25])[CH3:24])=[CH:19][C:18]=1[Cl:26])=[O:5])C.[OH-].[Na+].Cl. Given the product [Cl:26][C:18]1[CH:19]=[C:20]([CH:23]([CH3:25])[CH3:24])[CH:21]=[CH:22][C:17]=1[NH:16][C:7]1[C:8]2[CH:9]=[N:10][CH:11]=[CH:12][C:13]=2[N:14]([CH3:15])[C:6]=1[C:4]([OH:5])=[O:3], predict the reactants needed to synthesize it. (4) Given the product [N:17]([CH2:2][C:3]([NH:5][C:6]1[C:11]([CH3:12])=[CH:10][C:9]([CH3:13])=[CH:8][C:7]=1[Cl:14])=[O:4])=[N+:18]=[N-:19], predict the reactants needed to synthesize it. The reactants are: Cl[CH2:2][C:3]([NH:5][C:6]1[C:11]([CH3:12])=[CH:10][C:9]([CH3:13])=[CH:8][C:7]=1[Cl:14])=[O:4].[I-].[K+].[N-:17]=[N+:18]=[N-:19].[Na+].CN(C)C=O.